From a dataset of Forward reaction prediction with 1.9M reactions from USPTO patents (1976-2016). Predict the product of the given reaction. (1) Given the reactants [Cl:1][C:2]1[CH:34]=[CH:33][C:5]([CH2:6][O:7][C@@H:8]2[CH2:12][CH2:11][CH2:10][C@H:9]2[NH:13]C(C2C=CC=CC=2)(C2C=CC=CC=2)C2C=CC=CC=2)=[CH:4][CH:3]=1.Cl, predict the reaction product. The product is: [Cl:1][C:2]1[CH:34]=[CH:33][C:5]([CH2:6][O:7][C@@H:8]2[CH2:12][CH2:11][CH2:10][C@H:9]2[NH2:13])=[CH:4][CH:3]=1. (2) Given the reactants [NH2:1][C:2]1[CH:28]=[CH:27][C:5]([O:6][C:7]2[C:16]3[CH2:15][N:14]([CH2:17][C:18]4[CH:23]=[CH:22][C:21]([O:24][CH3:25])=[CH:20][CH:19]=4)[C:13](=[O:26])[NH:12][C:11]=3[N:10]=[CH:9][CH:8]=2)=[C:4]([F:29])[CH:3]=1.[F:30][C:31]1[CH:36]=[CH:35][CH:34]=[CH:33][C:32]=1[S:37](Cl)(=[O:39])=[O:38], predict the reaction product. The product is: [F:30][C:31]1[CH:36]=[CH:35][CH:34]=[CH:33][C:32]=1[S:37]([NH:1][C:2]1[CH:28]=[CH:27][C:5]([O:6][C:7]2[C:16]3[CH2:15][N:14]([CH2:17][C:18]4[CH:23]=[CH:22][C:21]([O:24][CH3:25])=[CH:20][CH:19]=4)[C:13](=[O:26])[NH:12][C:11]=3[N:10]=[CH:9][CH:8]=2)=[C:4]([F:29])[CH:3]=1)(=[O:39])=[O:38].